Dataset: Full USPTO retrosynthesis dataset with 1.9M reactions from patents (1976-2016). Task: Predict the reactants needed to synthesize the given product. (1) Given the product [CH3:21][N:19]([CH3:20])[CH2:18][CH2:17][N:12]1[C:11](=[O:22])[C:10]2[CH:23]=[CH:24][CH:25]=[C:8]3[C:9]=2[C:14](=[C:15]2[C:2]([NH:1][C:30](=[O:31])[O:32][CH3:33])=[CH:3][CH:4]=[CH:5][C:6]2=[CH:7]3)[C:13]1=[O:16], predict the reactants needed to synthesize it. The reactants are: [NH2:1][C:2]1[C:15]2[C:6](=[CH:7][C:8]3[C:9]4[C:14]=2[C:13](=[O:16])[N:12]([CH2:17][CH2:18][N:19]([CH3:21])[CH3:20])[C:11](=[O:22])[C:10]=4[CH:23]=[CH:24][CH:25]=3)[CH:5]=[CH:4][CH:3]=1.ClCCl.Cl[C:30]([O:32][CH3:33])=[O:31].C(N(CC)CC)C. (2) Given the product [CH3:1][C:2]1[S:3][C:4]2[CH:10]=[CH:9][C:8]([O:11][CH2:12][C@H:13]([OH:24])[CH2:14][N:15]3[CH2:16][CH2:17][N:18]([CH2:21][C:23]4[O:28][C:29]5[CH:35]=[CH:34][C:33]([C:36]6[CH:41]=[CH:40][CH:39]=[CH:38][CH:37]=6)=[CH:32][C:30]=5[N:31]=4)[CH2:19][CH2:20]3)=[CH:7][C:5]=2[N:6]=1, predict the reactants needed to synthesize it. The reactants are: [CH3:1][C:2]1[S:3][C:4]2[CH:10]=[CH:9][C:8]([O:11][CH2:12][C@H:13]([OH:24])[CH2:14][N:15]3[CH2:20][CH2:19][N:18]([CH:21]([CH3:23])C)[CH2:17][CH2:16]3)=[CH:7][C:5]=2[N:6]=1.ClCC1[O:28][C:29]2[CH:35]=[CH:34][C:33]([C:36]3[CH:41]=[CH:40][CH:39]=[CH:38][CH:37]=3)=[CH:32][C:30]=2[N:31]=1. (3) Given the product [C:1]([Si:5]([CH3:37])([CH3:36])[O:6][CH2:7][C:8]#[C:9][C:10]1[CH:11]=[C:12]([CH:15]=[C:16]([C:18]([C:20]2[C:25]([CH:26]([CH3:28])[CH3:27])=[C:24]([O:29][CH3:30])[N:23]=[C:22]([CH3:31])[C:21]=2[CH2:32][CH:33]2[CH2:34][CH2:35]2)=[O:19])[CH:17]=1)[C:13]#[N:14])([CH3:4])([CH3:2])[CH3:3], predict the reactants needed to synthesize it. The reactants are: [C:1]([Si:5]([CH3:37])([CH3:36])[O:6][CH2:7][C:8]#[C:9][C:10]1[CH:11]=[C:12]([CH:15]=[C:16]([CH:18]([C:20]2[C:25]([CH:26]([CH3:28])[CH3:27])=[C:24]([O:29][CH3:30])[N:23]=[C:22]([CH3:31])[C:21]=2[CH2:32][CH:33]2[CH2:35][CH2:34]2)[OH:19])[CH:17]=1)[C:13]#[N:14])([CH3:4])([CH3:3])[CH3:2].[Cr](O[Cr]([O-])(=O)=O)([O-])(=O)=O.[NH+]1C=CC=CC=1.[NH+]1C=CC=CC=1.